Dataset: Experimentally validated miRNA-target interactions with 360,000+ pairs, plus equal number of negative samples. Task: Binary Classification. Given a miRNA mature sequence and a target amino acid sequence, predict their likelihood of interaction. (1) Result: 0 (no interaction). The miRNA is hsa-miR-4764-5p with sequence UGGAUGUGGAAGGAGUUAUCU. The protein sequence of the target gene is MALLRKINQVLLFLLIVTLCVILYKKVHKGTVPKNDADDESETPEELEEEIPVVICAAAGRMGATMAAINSIYSNTDANILFYVVGLRNTLTRIRKWIEHSKLREINFKIVEFNPMVLKGKIRPDSSRPELLQPLNFVRFYLPLLIHQHEKVIYLDDDVIVQGDIQELYDTTLALGHAAAFSDDCDLPSAQDINRLVGLQNTYMGYLDYRKKAIKDLGISPSTCSFNPGVIVANMTEWKHQRITKQLEKWMQKNVEENLYSSSLGGGVATSPMLIVFHGKYSTINPLWHIRHLGWNPDAR.... (2) The miRNA is hsa-miR-1972 with sequence UCAGGCCAGGCACAGUGGCUCA. The protein sequence of the target gene is MEKSGRESDGAPCGPVLHIVVVGFHHKKGCQVEFSYPPLIPGDGHDSHTLPEEWKYLPFLALPDGAHNYQEDTVFFHLPPRNGNGATVYGISCYRQIEAKALKVRQADITRETVQKSVCVLSKLPLYGLLQAKLQLITHAYFEEKDFSQISILKELYEHMNSSLGGASLEGSQVYLGLSPRDLVLHFRHKVLILFKLILLEKKVLFYISPVNRLVGALMTVLSLFPGMIEHGLSDCSQYRPRKSMSEDAGPQESNPSADDFTSESTSDVLNTSLETVTRVMAVNHGEDAVPKTEKPYFQV.... Result: 0 (no interaction).